Dataset: Reaction yield outcomes from USPTO patents with 853,638 reactions. Task: Predict the reaction yield, written as a fraction of the theoretical maximum amount of product (1.0 means a 100% yield; for example, 0.34 means a 34% yield). (1) The reactants are [Br:1][C:2]1[CH:3]=[N:4][CH:5]=[C:6]([CH:10]=1)[C:7]([OH:9])=O.[C:11]1([NH:17][C:18]2[CH:23]=[CH:22][CH:21]=[CH:20][C:19]=2[NH2:24])[CH:16]=[CH:15][CH:14]=[CH:13][CH:12]=1.C(N=C=NC(C)C)(C)C.C(N(CC)CC)C. The catalyst is ClCCl. The product is [Br:1][C:2]1[CH:3]=[N:4][CH:5]=[C:6]([CH:10]=1)[C:7]([NH:24][C:19]1[CH:20]=[CH:21][CH:22]=[CH:23][C:18]=1[NH:17][C:11]1[CH:12]=[CH:13][CH:14]=[CH:15][CH:16]=1)=[O:9]. The yield is 0.830. (2) The reactants are Cl[C:2]1[N:3]=[C:4]([N:16]2[CH2:21][CH2:20][O:19][CH2:18][C@@H:17]2[CH3:22])[C:5]2[CH2:10][N:9]([C:11]([O:13][CH2:14][CH3:15])=[O:12])[CH2:8][C:6]=2[N:7]=1.[F:23][C:24]1[CH:25]=[C:26]([NH:39][C:40]([NH:42][CH2:43][CH2:44][F:45])=[O:41])[CH:27]=[CH:28][C:29]=1B1OC(C)(C)C(C)(C)O1.ClCCl.C(=O)([O-])[O-].[Na+].[Na+]. The catalyst is C1C=CC(P(C2C=CC=CC=2)[C-]2C=CC=C2)=CC=1.C1C=CC(P(C2C=CC=CC=2)[C-]2C=CC=C2)=CC=1.Cl[Pd]Cl.[Fe+2].O.CCO.COCCOC. The product is [F:23][C:24]1[CH:25]=[C:26]([NH:39][C:40]([NH:42][CH2:43][CH2:44][F:45])=[O:41])[CH:27]=[CH:28][C:29]=1[C:2]1[N:3]=[C:4]([N:16]2[CH2:21][CH2:20][O:19][CH2:18][C@@H:17]2[CH3:22])[C:5]2[CH2:10][N:9]([C:11]([O:13][CH2:14][CH3:15])=[O:12])[CH2:8][C:6]=2[N:7]=1. The yield is 0.100. (3) The reactants are [Br:1][C:2]1[CH:7]=[CH:6][C:5]([NH:8][C:9]2[N:13]([CH3:14])[C:12]3[CH:15]=[CH:16][C:17]([O:19][C:20]4[CH:25]=[CH:24][N:23]=[C:22]([C:26]([O:28]C(C)(C)C)=[O:27])[CH:21]=4)=[CH:18][C:11]=3[N:10]=2)=[CH:4][CH:3]=1. The catalyst is FC(F)(F)C(O)=O.O. The product is [Br:1][C:2]1[CH:7]=[CH:6][C:5]([NH:8][C:9]2[N:13]([CH3:14])[C:12]3[CH:15]=[CH:16][C:17]([O:19][C:20]4[CH:25]=[CH:24][N:23]=[C:22]([C:26]([OH:28])=[O:27])[CH:21]=4)=[CH:18][C:11]=3[N:10]=2)=[CH:4][CH:3]=1. The yield is 1.00. (4) The reactants are [OH:1][CH2:2][C:3]1[O:4][C:5]2[CH:11]=[CH:10][C:9]([C:12]#[N:13])=[CH:8][C:6]=2[CH:7]=1.Cl.[NH2:15][OH:16].C(N(CC)C(C)C)(C)C. The catalyst is C(O)C. The product is [OH:16][NH:15][C:12]([C:9]1[CH:10]=[CH:11][C:5]2[O:4][C:3]([CH2:2][OH:1])=[CH:7][C:6]=2[CH:8]=1)=[NH:13]. The yield is 0.760. (5) The reactants are [CH3:1][O:2][C:3](=[O:41])[C:4]1[CH:9]=[CH:8][C:7]([O:10][CH2:11][CH2:12][C:13]2[C:21]3[C:16](=[CH:17][CH:18]=[C:19]([Cl:22])[CH:20]=3)[N:15]([CH:23]([C:30]3[CH:35]=[CH:34][CH:33]=[CH:32][CH:31]=3)[C:24]3[CH:29]=[CH:28][CH:27]=[CH:26][CH:25]=3)[C:14]=2[CH2:36][CH2:37][C:38](O)=[O:39])=[CH:6][CH:5]=1.C(Cl)(=O)C(Cl)=O. The catalyst is C(Cl)Cl. The product is [CH3:1][O:2][C:3](=[O:41])[C:4]1[CH:5]=[CH:6][C:7]([O:10][CH2:11][CH2:12][C:13]2[C:21]3[C:16](=[CH:17][CH:18]=[C:19]([Cl:22])[CH:20]=3)[N:15]([CH:23]([C:30]3[CH:31]=[CH:32][CH:33]=[CH:34][CH:35]=3)[C:24]3[CH:29]=[CH:28][CH:27]=[CH:26][CH:25]=3)[C:14]=2[CH2:36][CH2:37][CH2:38][OH:39])=[CH:8][CH:9]=1. The yield is 0.830. (6) The catalyst is C1COCC1. The yield is 0.920. The product is [CH3:1][C:2]1[O:6][C:5]([C:7]2[CH:8]=[CH:9][CH:10]=[CH:11][CH:12]=2)=[N:4][C:3]=1[CH2:13][CH2:14][CH2:15][C:16]#[C:17][CH2:23][OH:24]. The reactants are [CH3:1][C:2]1[O:6][C:5]([C:7]2[CH:12]=[CH:11][CH:10]=[CH:9][CH:8]=2)=[N:4][C:3]=1[CH2:13][CH2:14][CH2:15][C:16]#[CH:17].[Li]CCCC.[CH2:23]=[O:24].